From a dataset of Forward reaction prediction with 1.9M reactions from USPTO patents (1976-2016). Predict the product of the given reaction. (1) Given the reactants [CH2:1]([N:8]1[CH:12]=[C:11]([CH2:13][OH:14])[C:10]([O:15][CH2:16][C:17]2[CH:22]=[CH:21][C:20]([O:23][CH2:24][C:25]3[N:26]=[C:27]([C:31]4[O:32][CH:33]=[CH:34][CH:35]=4)[O:28][C:29]=3[CH3:30])=[CH:19][CH:18]=2)=[N:9]1)[C:2]1[CH:7]=[CH:6][CH:5]=[CH:4][CH:3]=1, predict the reaction product. The product is: [CH2:1]([N:8]1[CH:12]=[C:11]([CH:13]=[O:14])[C:10]([O:15][CH2:16][C:17]2[CH:18]=[CH:19][C:20]([O:23][CH2:24][C:25]3[N:26]=[C:27]([C:31]4[O:32][CH:33]=[CH:34][CH:35]=4)[O:28][C:29]=3[CH3:30])=[CH:21][CH:22]=2)=[N:9]1)[C:2]1[CH:3]=[CH:4][CH:5]=[CH:6][CH:7]=1. (2) Given the reactants [Cl:1][C:2]1[C:3]([F:31])=[CH:4][C:5]2[N:9]=[CH:8][N:7]([C:10]3[S:14][C:13]([C:15](OC)=[O:16])=[C:12]([O:19][C@@H:20]([C:22]4[CH:27]=[CH:26][CH:25]=[C:24]([OH:28])[C:23]=4[Cl:29])[CH3:21])[CH:11]=3)[C:6]=2[CH:30]=1.[CH3:32][N:33]1[CH2:38][CH2:37][CH:36](O)[CH2:35][CH2:34]1.C1(P(C2C=CC=CC=2)C2C=CC=CC=2)C=CC=CC=1.CC(OC(/[N:66]=N/C(OC(C)(C)C)=O)=O)(C)C, predict the reaction product. The product is: [Cl:1][C:2]1[C:3]([F:31])=[CH:4][C:5]2[N:9]=[CH:8][N:7]([C:10]3[S:14][C:13]([C:15]([NH2:66])=[O:16])=[C:12]([O:19][C@@H:20]([C:22]4[CH:27]=[CH:26][CH:25]=[C:24]([O:28][CH:36]5[CH2:37][CH2:38][N:33]([CH3:32])[CH2:34][CH2:35]5)[C:23]=4[Cl:29])[CH3:21])[CH:11]=3)[C:6]=2[CH:30]=1. (3) Given the reactants [CH2:1]([C@H:8]([NH:45][C:46](=[O:52])[O:47][C:48]([CH3:51])([CH3:50])[CH3:49])[C@@H:9]([O:37][Si](C(C)(C)C)(C)C)[CH2:10][C@@H:11]([NH:26][C:27]([O:29][CH2:30][C:31]1[CH:36]=[CH:35][CH:34]=[CH:33][CH:32]=1)=[O:28])[CH2:12][C:13]1[CH:18]=[CH:17][C:16]([C:19]2[CH:24]=[CH:23][C:22]([CH3:25])=[CH:21][N:20]=2)=[CH:15][CH:14]=1)[C:2]1[CH:7]=[CH:6][CH:5]=[CH:4][CH:3]=1.CCCC[N+](CCCC)(CCCC)CCCC.[F-], predict the reaction product. The product is: [CH2:1]([C@H:8]([NH:45][C:46](=[O:52])[O:47][C:48]([CH3:50])([CH3:49])[CH3:51])[C@@H:9]([OH:37])[CH2:10][C@@H:11]([NH:26][C:27]([O:29][CH2:30][C:31]1[CH:36]=[CH:35][CH:34]=[CH:33][CH:32]=1)=[O:28])[CH2:12][C:13]1[CH:18]=[CH:17][C:16]([C:19]2[CH:24]=[CH:23][C:22]([CH3:25])=[CH:21][N:20]=2)=[CH:15][CH:14]=1)[C:2]1[CH:3]=[CH:4][CH:5]=[CH:6][CH:7]=1. (4) Given the reactants [NH:1]1[C:5]2=[N:6][CH:7]=[CH:8][CH:9]=[C:4]2[C:3]([CH:10]=[C:11]2[O:15][C:14]([NH:16][C:17]3[CH:22]=[CH:21][C:20]([F:23])=[CH:19][CH:18]=3)=[C:13]([C:24]([O:26]C)=[O:25])[C:12]2=[O:28])=[CH:2]1.[OH:29][CH2:30][CH2:31][N:32]1[CH2:37][CH2:36][O:35][CH2:34][CH2:33]1, predict the reaction product. The product is: [CH:24]([OH:26])=[O:25].[NH:1]1[C:5]2=[N:6][CH:7]=[CH:8][CH:9]=[C:4]2[C:3]([CH:10]=[C:11]2[O:15][C:14]([NH:16][C:17]3[CH:22]=[CH:21][C:20]([F:23])=[CH:19][CH:18]=3)=[C:13]([C:24]([O:29][CH2:30][CH2:31][N:32]3[CH2:37][CH2:36][O:35][CH2:34][CH2:33]3)=[O:25])[C:12]2=[O:28])=[CH:2]1.